Dataset: Catalyst prediction with 721,799 reactions and 888 catalyst types from USPTO. Task: Predict which catalyst facilitates the given reaction. (1) Reactant: [CH3:1][O:2][C:3]1[CH:4]=[C:5]2[C:10](=[CH:11][C:12]=1[O:13][CH3:14])[N:9]=[CH:8][N:7]=[C:6]2[O:15][C:16]1[CH:22]=[CH:21][C:19]([NH2:20])=[C:18]([F:23])[CH:17]=1.ClC(Cl)(O[C:28](=[O:34])OC(Cl)(Cl)Cl)Cl.[CH:36]([NH2:40])([CH2:38][CH3:39])[CH3:37].CO. Product: [CH:36]([NH:40][C:28]([NH:20][C:19]1[CH:21]=[CH:22][C:16]([O:15][C:6]2[C:5]3[C:10](=[CH:11][C:12]([O:13][CH3:14])=[C:3]([O:2][CH3:1])[CH:4]=3)[N:9]=[CH:8][N:7]=2)=[CH:17][C:18]=1[F:23])=[O:34])([CH2:38][CH3:39])[CH3:37]. The catalyst class is: 542. (2) Reactant: [C:1]([NH:4][CH2:5][CH2:6][C:7]([OH:9])=O)(=[O:3])[CH3:2].CN1CCOCC1.ClC(OCC)=O.[NH2:23][C:24]1[CH:29]=[CH:28][CH:27]=[CH:26][C:25]=1[N:30]1[CH:34]=[CH:33][C:32]([C:35]([N:37]2[CH2:42][CH2:41][N:40]([C:43]([O:45][C:46]([CH3:49])([CH3:48])[CH3:47])=[O:44])[CH2:39][C@H:38]2[CH2:50][C:51]2[CH:56]=[CH:55][CH:54]=[CH:53][CH:52]=2)=[O:36])=[C:31]1[C:57]1[CH:62]=[CH:61][CH:60]=[CH:59][CH:58]=1.C(=O)(O)[O-].[Na+]. Product: [C:1]([NH:4][CH2:5][CH2:6][C:7]([NH:23][C:24]1[CH:29]=[CH:28][CH:27]=[CH:26][C:25]=1[N:30]1[CH:34]=[CH:33][C:32]([C:35]([N:37]2[CH2:42][CH2:41][N:40]([C:43]([O:45][C:46]([CH3:48])([CH3:49])[CH3:47])=[O:44])[CH2:39][C@H:38]2[CH2:50][C:51]2[CH:52]=[CH:53][CH:54]=[CH:55][CH:56]=2)=[O:36])=[C:31]1[C:57]1[CH:62]=[CH:61][CH:60]=[CH:59][CH:58]=1)=[O:9])(=[O:3])[CH3:2]. The catalyst class is: 13. (3) Reactant: [CH3:1][CH:2](OC(/N=N/C(OC(C)C)=O)=O)[CH3:3].[N:15]1[CH:20]=[CH:19][CH:18]=[C:17]([C:21]2[N:22]=[C:23]([NH:26][C:27]3[CH:32]=[CH:31][CH:30]=[CH:29][C:28]=3[OH:33])[S:24][CH:25]=2)[CH:16]=1.C(O)CC.C1(P(C2C=CC=CC=2)C2C=CC=CC=2)C=CC=CC=1. Product: [CH2:1]([O:33][C:28]1[CH:29]=[CH:30][CH:31]=[CH:32][C:27]=1[NH:26][C:23]1[S:24][CH:25]=[C:21]([C:17]2[CH:16]=[N:15][CH:20]=[CH:19][CH:18]=2)[N:22]=1)[CH2:2][CH3:3]. The catalyst class is: 1. (4) Reactant: Cl[C:2]1[S:6][N:5]=[C:4]([CH:7]2[CH2:9][CH2:8]2)[N:3]=1.O.NN.C[N:14](C)[CH:15]=[CH:16][C:17]#[N:18].C[N:21](C)C(=O)C. Product: [CH:7]1([C:4]2[N:3]=[C:2]([N:21]3[C:15]([NH2:14])=[CH:16][CH:17]=[N:18]3)[S:6][N:5]=2)[CH2:9][CH2:8]1. The catalyst class is: 8. (5) Reactant: [CH3:1][O:2][C:3]1[CH:12]=[C:11]2[C:6]([CH2:7][CH2:8][CH2:9][C:10]2=O)=[CH:5][CH:4]=1.Cl.[NH2:15][OH:16].C([O-])(=O)C.[Na+]. Product: [CH3:1][O:2][C:3]1[CH:12]=[C:11]2[C:6]([CH2:7][CH2:8][CH2:9]/[C:10]/2=[N:15]/[OH:16])=[CH:5][CH:4]=1. The catalyst class is: 8. (6) Reactant: [CH3:1][O:2][C:3]1[C:8]([NH2:9])=[CH:7][C:6]([C:10]#[C:11][C:12]2[C:13]([CH3:24])=[N:14][CH:15]=[N:16][C:17]=2[N:18]2[CH2:23][CH2:22][O:21][CH2:20][CH2:19]2)=[CH:5][N:4]=1.[CH3:25][N:26]1[C:30]([S:31](Cl)(=[O:33])=[O:32])=[CH:29][CH:28]=[N:27]1.N1C=CC=CC=1.O. Product: [CH3:1][O:2][C:3]1[C:8]([NH:9][S:31]([C:30]2[N:26]([CH3:25])[N:27]=[CH:28][CH:29]=2)(=[O:33])=[O:32])=[CH:7][C:6]([C:10]#[C:11][C:12]2[C:13]([CH3:24])=[N:14][CH:15]=[N:16][C:17]=2[N:18]2[CH2:19][CH2:20][O:21][CH2:22][CH2:23]2)=[CH:5][N:4]=1. The catalyst class is: 2. (7) Reactant: [N:1]1[CH:6]=[CH:5][CH:4]=[C:3]([C:7]2[CH:16]=[C:15]([C:17]([O:19]C)=[O:18])[CH:14]=[CH:13][C:8]=2[C:9]([O:11][CH3:12])=[O:10])[CH:2]=1.[OH-].[Na+]. Product: [CH3:12][O:11][C:9]([C:8]1[CH:13]=[CH:14][C:15]([C:17]([OH:19])=[O:18])=[CH:16][C:7]=1[C:3]1[CH:2]=[N:1][CH:6]=[CH:5][CH:4]=1)=[O:10]. The catalyst class is: 5. (8) Reactant: [N+:1]([C:4]1[CH:5]=[C:6]([CH:15]=[CH:16][CH:17]=1)[C:7]([NH:9][CH:10]1[CH2:14][CH2:13][O:12][CH2:11]1)=[O:8])([O-])=O. Product: [NH2:1][C:4]1[CH:5]=[C:6]([CH:15]=[CH:16][CH:17]=1)[C:7]([NH:9][CH:10]1[CH2:14][CH2:13][O:12][CH2:11]1)=[O:8]. The catalyst class is: 19. (9) Reactant: N[C:2]1[CH:3]=[N:4][C:5]2[C:10]([CH:11]=1)=[CH:9][CH:8]=[CH:7][CH:6]=2.Cl.N([O-])=O.[Na+].O(CC)C([S-])=[S:19].[K+]. Product: [SH:19][C:2]1[CH:3]=[N:4][C:5]2[C:10]([CH:11]=1)=[CH:9][CH:8]=[CH:7][CH:6]=2. The catalyst class is: 6. (10) Reactant: [F:1][C:2]1[CH:3]=[C:4]([CH2:15][CH:16]([NH2:20])[CH:17]([CH3:19])[CH3:18])[CH:5]=[C:6]([O:9][CH2:10][CH2:11][CH2:12][O:13][CH3:14])[C:7]=1[F:8].[CH:21](O)=[O:22]. Product: [F:1][C:2]1[CH:3]=[C:4]([CH2:15][CH:16]([NH:20][CH:21]=[O:22])[CH:17]([CH3:18])[CH3:19])[CH:5]=[C:6]([O:9][CH2:10][CH2:11][CH2:12][O:13][CH3:14])[C:7]=1[F:8]. The catalyst class is: 12.